Dataset: Catalyst prediction with 721,799 reactions and 888 catalyst types from USPTO. Task: Predict which catalyst facilitates the given reaction. (1) Reactant: [C:1]([C:3]1[CH:8]=[CH:7][C:6]([N:9]2[C:13]([C:14]3[C:15](=[O:33])[N:16]([CH3:32])[C:17](=[O:31])[N:18]([C:21]4[CH:26]=[CH:25][CH:24]=[C:23]([C:27]([F:30])([F:29])[F:28])[CH:22]=4)[C:19]=3[CH3:20])=[C:12]([S:34]([OH:37])(=O)=[O:35])[CH:11]=[N:10]2)=[CH:5][CH:4]=1)#[N:2].P(Cl)(Cl)([Cl:40])=O. Product: [C:1]([C:3]1[CH:8]=[CH:7][C:6]([N:9]2[C:13]([C:14]3[C:15](=[O:33])[N:16]([CH3:32])[C:17](=[O:31])[N:18]([C:21]4[CH:26]=[CH:25][CH:24]=[C:23]([C:27]([F:30])([F:29])[F:28])[CH:22]=4)[C:19]=3[CH3:20])=[C:12]([S:34]([Cl:40])(=[O:37])=[O:35])[CH:11]=[N:10]2)=[CH:5][CH:4]=1)#[N:2]. The catalyst class is: 10. (2) Reactant: [CH3:1][CH:2]([CH3:9])[CH2:3][CH2:4][NH:5][C:6]([NH2:8])=[S:7].Br[CH2:11][C:12]([C:14]1[CH:19]=[CH:18][C:17]([C:20]([F:23])([F:22])[F:21])=[CH:16][CH:15]=1)=O.C([O-])(=O)C.[Na+].O. Product: [CH3:1][CH:2]([CH3:9])[CH2:3][CH2:4][NH:5][C:6]1[S:7][CH:11]=[C:12]([C:14]2[CH:19]=[CH:18][C:17]([C:20]([F:21])([F:22])[F:23])=[CH:16][CH:15]=2)[N:8]=1. The catalyst class is: 8.